This data is from Forward reaction prediction with 1.9M reactions from USPTO patents (1976-2016). The task is: Predict the product of the given reaction. (1) Given the reactants [CH3:1][O:2][C:3]([C:5]1[C:10]([NH:11][C:12]2[CH:13]=[N:14][CH:15]=[CH:16][CH:17]=2)=[N:9][CH:8]=[CH:7][N:6]=1)=[O:4].[C:18]([O:22][C:23](O[C:23]([O:22][C:18]([CH3:21])([CH3:20])[CH3:19])=[O:24])=[O:24])([CH3:21])([CH3:20])[CH3:19], predict the reaction product. The product is: [CH3:1][O:2][C:3]([C:5]1[C:10]([N:11]([C:23]([O:22][C:18]([CH3:21])([CH3:20])[CH3:19])=[O:24])[C:12]2[CH:13]=[N:14][CH:15]=[CH:16][CH:17]=2)=[N:9][CH:8]=[CH:7][N:6]=1)=[O:4]. (2) Given the reactants [OH:1][C:2]1[CH:7]=[CH:6][N:5]([CH2:8][CH2:9][C:10]2[CH:26]=[CH:25][C:13]3[CH2:14][CH2:15][N:16]([C:19](=[O:24])[C:20]([F:23])([F:22])[F:21])[CH2:17][CH2:18][C:12]=3[CH:11]=2)[C:4](=[O:27])[CH:3]=1.C(=O)([O-])[O-].[K+].[K+].Br.Br[CH2:36][C:37]1[CH:42]=[CH:41][CH:40]=[CH:39][N:38]=1, predict the reaction product. The product is: [N:38]1[CH:39]=[CH:40][CH:41]=[CH:42][C:37]=1[CH2:36][O:1][C:2]1[CH:7]=[CH:6][N:5]([CH2:8][CH2:9][C:10]2[CH:26]=[CH:25][C:13]3[CH2:14][CH2:15][N:16]([C:19](=[O:24])[C:20]([F:21])([F:22])[F:23])[CH2:17][CH2:18][C:12]=3[CH:11]=2)[C:4](=[O:27])[CH:3]=1. (3) The product is: [CH:22]([S:24][C:2]1[CH:10]=[CH:9][C:8]([S:11]([CH3:14])(=[O:13])=[O:12])=[CH:7][C:3]=1[C:4]([OH:6])=[O:5])([CH3:23])[CH3:21]. Given the reactants F[C:2]1[CH:10]=[CH:9][C:8]([S:11]([CH3:14])(=[O:13])=[O:12])=[CH:7][C:3]=1[C:4]([OH:6])=[O:5].C(=O)([O-])[O-].[Cs+].[Cs+].[CH3:21][CH:22]([SH:24])[CH3:23].Cl, predict the reaction product. (4) Given the reactants [F:1][CH:2]([F:8])[C:3](OCC)=[O:4].O.[NH2:10][NH2:11].[C:12]1([C:18]2[C:28]([C:29]3[CH:34]=[CH:33][C:32]([C:35]4([NH:39][C:40](=[O:46])[O:41][C:42]([CH3:45])([CH3:44])[CH3:43])[CH2:38][CH2:37][CH2:36]4)=[CH:31][CH:30]=3)=[N:27][C:21]3[O:22][CH2:23][C:24](=S)[NH:25][C:20]=3[CH:19]=2)[CH:17]=[CH:16][CH:15]=[CH:14][CH:13]=1, predict the reaction product. The product is: [F:1][CH:2]([F:8])[C:3]([NH:10]/[N:11]=[C:24]1/[NH:25][C:20]2[CH:19]=[C:18]([C:12]3[CH:13]=[CH:14][CH:15]=[CH:16][CH:17]=3)[C:28]([C:29]3[CH:30]=[CH:31][C:32]([C:35]4([NH:39][C:40](=[O:46])[O:41][C:42]([CH3:45])([CH3:43])[CH3:44])[CH2:36][CH2:37][CH2:38]4)=[CH:33][CH:34]=3)=[N:27][C:21]=2[O:22][CH2:23]/1)=[O:4]. (5) Given the reactants [Na].[C:2]1([SH:8])[CH:7]=[CH:6][CH:5]=[CH:4][CH:3]=1.C(O)C.[CH2:12]([O:19][N:20]=[C:21](Br)[CH:22]=[CH:23][S:24][C:25]1[CH:30]=[CH:29][CH:28]=[CH:27][CH:26]=1)[C:13]1[CH:18]=[CH:17][CH:16]=[CH:15][CH:14]=1, predict the reaction product. The product is: [CH2:12]([O:19][N:20]=[C:21]([S:8][C:2]1[CH:7]=[CH:6][CH:5]=[CH:4][CH:3]=1)[CH:22]=[CH:23][S:24][C:25]1[CH:30]=[CH:29][CH:28]=[CH:27][CH:26]=1)[C:13]1[CH:18]=[CH:17][CH:16]=[CH:15][CH:14]=1.